This data is from Peptide-MHC class I binding affinity with 185,985 pairs from IEDB/IMGT. The task is: Regression. Given a peptide amino acid sequence and an MHC pseudo amino acid sequence, predict their binding affinity value. This is MHC class I binding data. The peptide sequence is YHDPANWPL. The MHC is HLA-A31:01 with pseudo-sequence HLA-A31:01. The binding affinity (normalized) is 0.0847.